From a dataset of Forward reaction prediction with 1.9M reactions from USPTO patents (1976-2016). Predict the product of the given reaction. (1) Given the reactants C(=O)([O-])[O-].[Na+].[Na+].[Br:7][C:8]1[N:12]([C@H:13]2[O:25][C@@H:24]([CH2:26][O:27]C(=O)C)[C@H:19]([O:20]C(=O)C)[C@@H:14]2[O:15]C(=O)C)[C:11]2[CH:31]=[C:32]([Cl:36])[C:33]([Cl:35])=[CH:34][C:10]=2[N:9]=1.O.C(O)(=O)C, predict the reaction product. The product is: [Br:7][C:8]1[N:12]([C@H:13]2[O:25][C@@H:24]([CH2:26][OH:27])[C@H:19]([OH:20])[C@@H:14]2[OH:15])[C:11]2[CH:31]=[C:32]([Cl:36])[C:33]([Cl:35])=[CH:34][C:10]=2[N:9]=1. (2) Given the reactants [CH2:1]([C:3]1[C:4](=[O:31])[N:5]([CH2:22][CH2:23][C:24]2[CH:29]=[CH:28][CH:27]=[CH:26][C:25]=2[F:30])[C:6]([C:11]2[CH:16]=[CH:15][CH:14]=[C:13]([F:17])[C:12]=2[O:18]COC)=[N:7][C:8]=1[CH2:9][CH3:10])[CH3:2].C(O)(C(F)(F)F)=O, predict the reaction product. The product is: [CH2:1]([C:3]1[C:4](=[O:31])[N:5]([CH2:22][CH2:23][C:24]2[CH:29]=[CH:28][CH:27]=[CH:26][C:25]=2[F:30])[C:6]([C:11]2[CH:16]=[CH:15][CH:14]=[C:13]([F:17])[C:12]=2[OH:18])=[N:7][C:8]=1[CH2:9][CH3:10])[CH3:2]. (3) Given the reactants [NH:1]1[CH:5]=[N:4][CH:3]=[N:2]1.Br[C:7]1[CH:12]=[CH:11][C:10]([S:13]([CH:16]2[CH2:21][CH2:20][N:19]([CH2:22][CH2:23][C:24]3[CH:29]=[CH:28][C:27]([F:30])=[CH:26][C:25]=3[F:31])[CH2:18][CH2:17]2)(=[O:15])=[O:14])=[CH:9][CH:8]=1.[H-].[Na+].O.C(Cl)Cl, predict the reaction product. The product is: [F:31][C:25]1[CH:26]=[C:27]([F:30])[CH:28]=[CH:29][C:24]=1[CH2:23][CH2:22][N:19]1[CH2:18][CH2:17][CH:16]([S:13]([C:10]2[CH:11]=[CH:12][C:7]([N:1]3[CH:5]=[N:4][CH:3]=[N:2]3)=[CH:8][CH:9]=2)(=[O:15])=[O:14])[CH2:21][CH2:20]1.